This data is from Full USPTO retrosynthesis dataset with 1.9M reactions from patents (1976-2016). The task is: Predict the reactants needed to synthesize the given product. (1) Given the product [C:65]([O:69][C:70](=[O:73])[CH2:71][O:56][CH:28]([CH2:27][O:26][CH2:25][CH2:24][O:23][CH2:22][CH2:21][OH:20])[CH2:29][O:30][CH2:31][CH2:32][O:33][CH2:34][CH2:35][OH:36])([CH3:68])([CH3:67])[CH3:66], predict the reactants needed to synthesize it. The reactants are: C([O:20][CH2:21][CH2:22][O:23][CH2:24][CH2:25][O:26][CH2:27][CH:28]([OH:56])[CH2:29][O:30][CH2:31][CH2:32][O:33][CH2:34][CH2:35][O:36]C(C1C=CC=CC=1)(C1C=CC=CC=1)C1C=CC=CC=1)(C1C=CC=CC=1)(C1C=CC=CC=1)C1C=CC=CC=1.N1C=CC=CC=1.[H-].[Na+].[C:65]([O:69][C:70](=[O:73])[CH2:71]Br)([CH3:68])([CH3:67])[CH3:66]. (2) Given the product [CH2:21]([N:17]([C@H:19]([C:20]1[CH:7]=[CH:6][CH:5]=[CH:4][CH:21]=1)[CH3:23])[C@@H:6]([C:7]1[CH:12]=[CH:11][CH:10]=[C:9]([N+:13]([O-:15])=[O:14])[CH:8]=1)[CH2:5][C:4]([O:3][CH2:1][CH3:2])=[O:16])[C:20]1[CH:10]=[CH:9][CH:8]=[CH:23][CH:19]=1, predict the reactants needed to synthesize it. The reactants are: [CH2:1]([O:3][C:4](=[O:16])[CH:5]=[CH:6][C:7]1[CH:12]=[CH:11][CH:10]=[C:9]([N+:13]([O-:15])=[O:14])[CH:8]=1)[CH3:2].[NH4+:17].[Cl-].[CH2:19]1[CH2:23]O[CH2:21][CH2:20]1. (3) The reactants are: [Cl:1][C:2]1[C:9]([CH3:10])=[C:8]([N:11]2[C@H:15]([C:16]([F:19])([F:18])[F:17])[C@@H:14]3[C@@H:20]([O:23][Si](C(C)(C)C)(C)C)[CH2:21][CH2:22][N:13]3[C:12]2=[O:31])[CH:7]=[CH:6][C:3]=1[C:4]#[N:5].CCCC[N+](CCCC)(CCCC)CCCC.[F-].[Cl-].[NH4+].CCOC(C)=O. Given the product [Cl:1][C:2]1[C:9]([CH3:10])=[C:8]([N:11]2[C@H:15]([C:16]([F:18])([F:19])[F:17])[C@@H:14]3[C@@H:20]([OH:23])[CH2:21][CH2:22][N:13]3[C:12]2=[O:31])[CH:7]=[CH:6][C:3]=1[C:4]#[N:5], predict the reactants needed to synthesize it.